From a dataset of Catalyst prediction with 721,799 reactions and 888 catalyst types from USPTO. Predict which catalyst facilitates the given reaction. (1) Reactant: C(OC([N:8]1[CH2:13][CH2:12][O:11][C@H:10]([CH2:14][C:15]2[CH:20]=[CH:19][C:18]([O:21][CH2:22][C:23]3[N:27]=[C:26]([C:28]4[CH:33]=[CH:32][C:31]([O:34][CH3:35])=[CH:30][CH:29]=4)[O:25][N:24]=3)=[C:17]([Cl:36])[CH:16]=2)[CH2:9]1)=O)(C)(C)C.FC(F)(F)C(O)=O. Product: [Cl:36][C:17]1[CH:16]=[C:15]([CH:20]=[CH:19][C:18]=1[O:21][CH2:22][C:23]1[N:27]=[C:26]([C:28]2[CH:29]=[CH:30][C:31]([O:34][CH3:35])=[CH:32][CH:33]=2)[O:25][N:24]=1)[CH2:14][C@H:10]1[O:11][CH2:12][CH2:13][NH:8][CH2:9]1. The catalyst class is: 4. (2) The catalyst class is: 3. Product: [CH2:1]([O:8][C:9]1[CH:18]=[C:17]2[C:12]([C:13]([Cl:22])=[N:14][CH:15]=[N:16]2)=[CH:11][CH:10]=1)[C:2]1[CH:7]=[CH:6][CH:5]=[CH:4][CH:3]=1. Reactant: [CH2:1]([O:8][C:9]1[CH:18]=[C:17]2[C:12]([C:13](=O)[NH:14][CH:15]=[N:16]2)=[CH:11][CH:10]=1)[C:2]1[CH:7]=[CH:6][CH:5]=[CH:4][CH:3]=1.S(Cl)([Cl:22])=O. (3) Reactant: Cl.[NH2:2][O:3][CH2:4][CH2:5][CH3:6].[C:7]([CH:10]1[CH2:13][N:12]([C:14](=[O:28])/[CH:15]=[CH:16]/[C:17]2[CH:18]=[C:19]3[C:24](=[N:25][CH:26]=2)[NH:23][C:22](=[O:27])[CH2:21][CH2:20]3)[CH2:11]1)(=O)[CH3:8]. Product: [O:28]=[C:14]([N:12]1[CH2:13][CH:10](/[C:7](=[N:2]\[O:3][CH2:4][CH2:5][CH3:6])/[CH3:8])[CH2:11]1)/[CH:15]=[CH:16]/[C:17]1[CH:18]=[C:19]2[C:24](=[N:25][CH:26]=1)[NH:23][C:22](=[O:27])[CH2:21][CH2:20]2. The catalyst class is: 138. (4) Reactant: C([O:8][C:9]1[CH:10]=[C:11]([C:26]2[N:27]=[N:28][S:29][C:30]=2[C:31]2[C:32]([C:37]([F:40])([F:39])[F:38])=[N:33][CH:34]=[CH:35][CH:36]=2)[CH:12]=[C:13]([N+:23]([O-:25])=[O:24])[C:14]=1[O:15]CC1C=CC=CC=1)C1C=CC=CC=1.B(Br)(Br)Br. Product: [N+:23]([C:13]1[CH:12]=[C:11]([C:26]2[N:27]=[N:28][S:29][C:30]=2[C:31]2[C:32]([C:37]([F:40])([F:39])[F:38])=[N:33][CH:34]=[CH:35][CH:36]=2)[CH:10]=[C:9]([OH:8])[C:14]=1[OH:15])([O-:25])=[O:24]. The catalyst class is: 4. (5) Reactant: C([O:5][C:6](=[O:45])[CH:7]([O:27][C:28](=[O:44])[C@H:29]([CH:41]([CH3:43])[CH3:42])[NH:30][C:31]([O:33][CH2:34][C:35]1[CH:40]=[CH:39][CH:38]=[CH:37][CH:36]=1)=[O:32])[CH2:8][O:9][C:10](=[O:26])[C@H:11]([CH:23]([CH3:25])[CH3:24])[NH:12][C:13]([O:15][CH2:16][C:17]1[CH:22]=[CH:21][CH:20]=[CH:19][CH:18]=1)=[O:14])(C)(C)C.FC(F)(F)C(O)=O.C1CCC(N=C=NC2CCCCC2)CC1.CN(C1C=CN=CC=1)C. Product: [C:31]([NH:30][C@H:29]([C:28]([O:27][CH:7]([CH2:8][O:9][C:10](=[O:26])[C@H:11]([CH:23]([CH3:25])[CH3:24])[NH:12][C:13]([O:15][CH2:16][C:17]1[CH:22]=[CH:21][CH:20]=[CH:19][CH:18]=1)=[O:14])[C:6]([OH:45])=[O:5])=[O:44])[CH:41]([CH3:42])[CH3:43])([O:33][CH2:34][C:35]1[CH:36]=[CH:37][CH:38]=[CH:39][CH:40]=1)=[O:32]. The catalyst class is: 4. (6) Reactant: [Cl:1][C:2]1[CH:7]=[CH:6][C:5]([NH:8][NH:9]C(OC(C)(C)C)=O)=[CH:4][CH:3]=1.[Cl:17][C:18]1[CH:28]=[CH:27][C:26]([S:29](=[O:35])(=[O:34])[NH:30][CH:31]2[CH2:33][CH2:32]2)=[CH:25][C:19]=1[C:20]([N:22]=[C:23]=[O:24])=O.C(O)(C(F)(F)F)=O. The catalyst class is: 2. Product: [Cl:17][C:18]1[CH:28]=[CH:27][C:26]([S:29]([NH:30][CH:31]2[CH2:33][CH2:32]2)(=[O:35])=[O:34])=[CH:25][C:19]=1[C:20]1[NH:22][C:23](=[O:24])[N:8]([C:5]2[CH:6]=[CH:7][C:2]([Cl:1])=[CH:3][CH:4]=2)[N:9]=1.